Dataset: Catalyst prediction with 721,799 reactions and 888 catalyst types from USPTO. Task: Predict which catalyst facilitates the given reaction. (1) Reactant: [Br:1][C:2]1[CH:8]=[CH:7][C:5]([NH2:6])=[CH:4][C:3]=1[O:9][CH2:10][CH3:11].C(O[CH:15]=[C:16]([C:22]([O:24][CH2:25][CH3:26])=[O:23])[C:17]([O:19][CH2:20][CH3:21])=[O:18])C. Product: [Br:1][C:2]1[CH:8]=[CH:7][C:5]([NH:6][CH2:15][CH:16]([C:17]([O:19][CH2:20][CH3:21])=[O:18])[C:22]([O:24][CH2:25][CH3:26])=[O:23])=[CH:4][C:3]=1[O:9][CH2:10][CH3:11]. The catalyst class is: 23. (2) Reactant: [CH3:1][O:2][C:3](=[O:15])[C@H:4]([NH:7][C:8]([O:10][C:11]([CH3:14])([CH3:13])[CH3:12])=[O:9])[CH2:5][OH:6].N1C=CN=C1.[Si:21](Cl)([C:34]([CH3:37])([CH3:36])[CH3:35])([C:28]1[CH:33]=[CH:32][CH:31]=[CH:30][CH:29]=1)[C:22]1[CH:27]=[CH:26][CH:25]=[CH:24][CH:23]=1. Product: [CH3:1][O:2][C:3](=[O:15])[C@H:4]([NH:7][C:8]([O:10][C:11]([CH3:12])([CH3:14])[CH3:13])=[O:9])[CH2:5][O:6][Si:21]([C:34]([CH3:37])([CH3:36])[CH3:35])([C:28]1[CH:29]=[CH:30][CH:31]=[CH:32][CH:33]=1)[C:22]1[CH:27]=[CH:26][CH:25]=[CH:24][CH:23]=1. The catalyst class is: 1. (3) Reactant: [Si]([O:8][C:9]1[CH:10]=[C:11]2[C:15](=[CH:16][CH:17]=1)[NH:14][CH:13]=[C:12]2[CH:18]1[CH2:23][CH2:22][N:21]([CH3:24])[CH2:20][CH2:19]1)(C(C)(C)C)(C)C.[H-].[K+].[F:27][C:28]1[CH:35]=[CH:34][C:31]([CH2:32]Br)=[CH:30][CH:29]=1.ClCCl. Product: [F:27][C:28]1[CH:35]=[CH:34][C:31]([CH2:32][N:14]2[C:15]3[C:11](=[CH:10][C:9]([OH:8])=[CH:17][CH:16]=3)[C:12]([CH:18]3[CH2:19][CH2:20][N:21]([CH3:24])[CH2:22][CH2:23]3)=[CH:13]2)=[CH:30][CH:29]=1. The catalyst class is: 5. (4) Reactant: C1C[N:4]([P+](ON2N=NC3C=CC=CC2=3)(N2CCCC2)N2CCCC2)[CH2:3]C1.F[P-](F)(F)(F)(F)F.[F:34][C:35]1[CH:40]=[CH:39][C:38]([C:41]2[O:42][C:43]3[CH:52]=[CH:51][C:50]([OH:53])=[CH:49][C:44]=3[C:45]=2[C:46](O)=[O:47])=[CH:37][CH:36]=1.CN. Product: [F:34][C:35]1[CH:40]=[CH:39][C:38]([C:41]2[O:42][C:43]3[CH:52]=[CH:51][C:50]([OH:53])=[CH:49][C:44]=3[C:45]=2[C:46]([NH:4][CH3:3])=[O:47])=[CH:37][CH:36]=1. The catalyst class is: 3. (5) Reactant: [C:1]1([CH2:7][N:8]2[CH2:12][CH2:11][C:10]3([CH2:16][CH2:15][NH:14][CH2:13]3)[CH2:9]2)[CH:6]=[CH:5][CH:4]=[CH:3][CH:2]=1.Br[C:18]1[CH:19]=[CH:20][C:21]([F:24])=[N:22][CH:23]=1.C1C=CC(P(C2C=CC3C(=CC=CC=3)C=2C2C3C(=CC=CC=3)C=CC=2P(C2C=CC=CC=2)C2C=CC=CC=2)C2C=CC=CC=2)=CC=1.CC(C)([O-])C.[Na+].C(=O)([O-])O.[Na+]. Product: [F:24][C:21]1[N:22]=[CH:23][C:18]([N:14]2[CH2:15][CH2:16][C:10]3([CH2:11][CH2:12][N:8]([CH2:7][C:1]4[CH:2]=[CH:3][CH:4]=[CH:5][CH:6]=4)[CH2:9]3)[CH2:13]2)=[CH:19][CH:20]=1. The catalyst class is: 187. (6) Reactant: [CH2:1]([N:8]1[CH2:13][CH2:12][CH:11]([C:14](Cl)=[O:15])[CH:10]([C:17]2[CH:21]=[CH:20][S:19][CH:18]=2)[CH2:9]1)[C:2]1[CH:7]=[CH:6][CH:5]=[CH:4][CH:3]=1.[Al+3].[Cl-].[Cl-].[Cl-]. Product: [CH2:1]([N:8]1[CH2:9][CH:10]2[CH:11]([C:14](=[O:15])[C:18]3[S:19][CH:20]=[CH:21][C:17]=32)[CH2:12][CH2:13]1)[C:2]1[CH:7]=[CH:6][CH:5]=[CH:4][CH:3]=1. The catalyst class is: 2. (7) Reactant: [F:1][C:2]1[CH:7]=[CH:6][C:5]([C:8]2[C:12]([CH2:13][O:14][C:15]3[CH:16]=[C:17]([C:20]([OH:22])=O)[NH:18][N:19]=3)=[C:11]([CH3:23])[O:10][N:9]=2)=[CH:4][CH:3]=1.F[B-](F)(F)F.[N:29]1(OC(N(C)C)=[N+](C)C)[C:33]2[CH:34]=[CH:35][CH:36]=CC=2N=[N:30]1.C(N(CC)C(C)C)(C)C.Cl.NN1CCCC1.[Cl-].[Na+]. Product: [N:29]1([NH:30][C:20]([C:17]2[NH:18][N:19]=[C:15]([O:14][CH2:13][C:12]3[C:8]([C:5]4[CH:4]=[CH:3][C:2]([F:1])=[CH:7][CH:6]=4)=[N:9][O:10][C:11]=3[CH3:23])[CH:16]=2)=[O:22])[CH2:33][CH2:34][CH2:35][CH2:36]1. The catalyst class is: 3. (8) Reactant: [CH2:1]([O:3][C:4]([C:6]1[CH:11]=[CH:10][C:9]([C:12]([F:15])([F:14])[F:13])=[C:8](O)[N:7]=1)=[O:5])[CH3:2].P(Br)(Br)([Br:19])=O.CN(C)C=O.O. Product: [CH2:1]([O:3][C:4]([C:6]1[CH:11]=[CH:10][C:9]([C:12]([F:15])([F:14])[F:13])=[C:8]([Br:19])[N:7]=1)=[O:5])[CH3:2]. The catalyst class is: 413.